This data is from Full USPTO retrosynthesis dataset with 1.9M reactions from patents (1976-2016). The task is: Predict the reactants needed to synthesize the given product. (1) Given the product [Cl-:1].[C:9]([NH:8][C:5]1[S:6][CH:7]=[C:3]([CH2:2][P+:18]([C:19]2[CH:20]=[CH:21][CH:22]=[CH:23][CH:24]=2)([C:25]2[CH:30]=[CH:29][CH:28]=[CH:27][CH:26]=2)[C:12]2[CH:13]=[CH:14][CH:15]=[CH:16][CH:17]=2)[N:4]=1)(=[O:11])[CH3:10], predict the reactants needed to synthesize it. The reactants are: [Cl:1][CH2:2][C:3]1[N:4]=[C:5]([NH:8][C:9](=[O:11])[CH3:10])[S:6][CH:7]=1.[C:12]1([P:18]([C:25]2[CH:30]=[CH:29][CH:28]=[CH:27][CH:26]=2)[C:19]2[CH:24]=[CH:23][CH:22]=[CH:21][CH:20]=2)[CH:17]=[CH:16][CH:15]=[CH:14][CH:13]=1. (2) Given the product [F:59][C:60]1[CH:61]=[C:62]2[C:67](=[CH:68][CH:69]=1)[CH:66]=[C:65]([N:70]1[CH2:71][CH2:72][N:73]([C:19](=[O:21])[CH2:18][O:17][CH:14]3[CH2:15][CH2:16][CH:11]([NH:10][C:7]4[CH:8]=[CH:9][C:4]([N+:1]([O-:3])=[O:2])=[C:5]([C:22]([F:24])([F:23])[F:25])[CH:6]=4)[CH2:12][CH2:13]3)[CH2:74][CH2:75]1)[CH:64]=[CH:63]2, predict the reactants needed to synthesize it. The reactants are: [N+:1]([C:4]1[CH:9]=[CH:8][C:7]([NH:10][CH:11]2[CH2:16][CH2:15][CH:14]([O:17][CH2:18][C:19]([OH:21])=O)[CH2:13][CH2:12]2)=[CH:6][C:5]=1[C:22]([F:25])([F:24])[F:23])([O-:3])=[O:2].CCN(C(C)C)C(C)C.CN(C(ON1N=NC2C=CC=NC1=2)=[N+](C)C)C.F[P-](F)(F)(F)(F)F.[F:59][C:60]1[CH:61]=[C:62]2[C:67](=[CH:68][CH:69]=1)[CH:66]=[C:65]([N:70]1[CH2:75][CH2:74][NH:73][CH2:72][CH2:71]1)[CH:64]=[CH:63]2. (3) Given the product [N:24]1[C:25]2[C:26](=[N:27][CH:28]=[CH:29][CH:30]=2)[NH:31][C:23]=1[C:8]1[CH:9]=[C:10]([CH:11]=[C:6]([O:5][C@@H:4]([CH3:32])[CH2:3][O:2][CH3:1])[CH:7]=1)[O:12][C:13]1[CH:18]=[C:17]([CH:16]=[CH:15][CH:14]=1)[C:37]([N:39]([CH3:41])[CH3:40])=[O:38], predict the reactants needed to synthesize it. The reactants are: [CH3:1][O:2][CH2:3][C@H:4]([CH3:32])[O:5][C:6]1[CH:7]=[C:8]([C:23]2[NH:31][C:26]3=[N:27][CH:28]=[CH:29][CH:30]=[C:25]3[N:24]=2)[CH:9]=[C:10]([O:12][C:13]2[CH:18]=[CH:17][C:16](S(C)(=O)=O)=[CH:15][CH:14]=2)[CH:11]=1.IC1C=C(C=CC=1)[C:37]([N:39]([CH3:41])[CH3:40])=[O:38].C(=O)([O-])[O-].[Cs+].[Cs+]. (4) Given the product [N:1]1[CH:6]=[CH:5][CH:4]=[C:3]([C:7]2[CH:8]=[CH:9][C:10]3[NH:16][C:15](=[S:28])[CH2:14][CH2:13][CH2:12][C:11]=3[CH:18]=2)[CH:2]=1, predict the reactants needed to synthesize it. The reactants are: [N:1]1[CH:6]=[CH:5][CH:4]=[C:3]([C:7]2[CH:8]=[CH:9][C:10]3[NH:16][C:15](=O)[CH2:14][CH2:13][CH2:12][C:11]=3[CH:18]=2)[CH:2]=1.COC1C=CC(P2(=S)SP(=S)(C3C=CC(OC)=CC=3)[S:28]2)=CC=1. (5) Given the product [CH3:29][N:30]([CH3:40])[C:31]1[CH:39]=[CH:38][C:34]([C:35]([NH:27][C:24]2[CH:25]=[CH:26][C:21]([NH:28][C:15](=[O:17])[C:14]3[CH:13]=[CH:12][C:11]([C:9]4[NH:8][C:7]5[CH:20]=[C:3]([O:2][CH3:1])[CH:4]=[CH:5][C:6]=5[N:10]=4)=[CH:19][CH:18]=3)=[CH:22][CH:23]=2)=[O:36])=[CH:33][CH:32]=1, predict the reactants needed to synthesize it. The reactants are: [CH3:1][O:2][C:3]1[CH:4]=[CH:5][C:6]2[N:10]=[C:9]([C:11]3[CH:19]=[CH:18][C:14]([C:15]([OH:17])=O)=[CH:13][CH:12]=3)[NH:8][C:7]=2[CH:20]=1.[C:21]1([NH2:28])[CH:26]=[CH:25][C:24]([NH2:27])=[CH:23][CH:22]=1.[CH3:29][N:30]([CH3:40])[C:31]1[CH:39]=[CH:38][C:34]([C:35](O)=[O:36])=[CH:33][CH:32]=1. (6) Given the product [C:32]([O:31][C:29]([N:27]1[CH2:28][C@H:24]([NH:23][C:20]2[CH:19]=[CH:18][C:17]([C:15]3[O:14][N:13]=[C:12]([C:4]4[CH:5]=[CH:6][C:7]([O:8][CH:9]([CH3:10])[CH3:11])=[C:2]([Cl:1])[CH:3]=4)[N:16]=3)=[CH:22][CH:21]=2)[CH2:25][C@@H:26]1[C:36]([OH:38])=[O:37])=[O:30])([CH3:34])([CH3:35])[CH3:33], predict the reactants needed to synthesize it. The reactants are: [Cl:1][C:2]1[CH:3]=[C:4]([C:12]2[N:16]=[C:15]([C:17]3[CH:22]=[CH:21][C:20]([NH:23][C@H:24]4[CH2:28][N:27]([C:29]([O:31][C:32]([CH3:35])([CH3:34])[CH3:33])=[O:30])[C@@H:26]([C:36]([O:38]C)=[O:37])[CH2:25]4)=[CH:19][CH:18]=3)[O:14][N:13]=2)[CH:5]=[CH:6][C:7]=1[O:8][CH:9]([CH3:11])[CH3:10].[OH-].[Li+]. (7) Given the product [F:30][C:31]1[CH:32]=[CH:33][C:34]([CH2:37][C:38]([NH:40][C:41](=[O:42])[NH:1][C:2]2[CH:3]=[CH:4][C:5]([O:6][C:7]3[CH:12]=[CH:11][N:10]=[C:9]([NH:13][C:14]([N:16]4[CH2:21][CH2:20][N:19]([CH2:22][CH2:23][N:24]5[CH2:27][CH2:26][CH2:25]5)[CH2:18][CH2:17]4)=[O:15])[CH:8]=3)=[CH:28][CH:29]=2)=[O:39])=[CH:35][CH:36]=1, predict the reactants needed to synthesize it. The reactants are: [NH2:1][C:2]1[CH:29]=[CH:28][C:5]([O:6][C:7]2[CH:12]=[CH:11][N:10]=[C:9]([NH:13][C:14]([N:16]3[CH2:21][CH2:20][N:19]([CH2:22][CH2:23][N:24]4[CH2:27][CH2:26][CH2:25]4)[CH2:18][CH2:17]3)=[O:15])[CH:8]=2)=[CH:4][CH:3]=1.[F:30][C:31]1[CH:36]=[CH:35][C:34]([CH2:37][C:38]([N:40]=[C:41]=[O:42])=[O:39])=[CH:33][CH:32]=1.